Task: Predict the reactants needed to synthesize the given product.. Dataset: Full USPTO retrosynthesis dataset with 1.9M reactions from patents (1976-2016) (1) Given the product [CH:30]1([O:36][C:37](=[O:50])[C@@H:38]([NH:42][C:43]([O:45][C:46]([CH3:49])([CH3:48])[CH3:47])=[O:44])[CH2:39][CH2:40][O:1][C:2]2[CH:11]=[C:10]3[C:5]([C:6]([O:12][C:13]4[CH:14]=[CH:15][C:16]([NH:19][C:20](=[O:27])[C:21]5[CH:26]=[CH:25][CH:24]=[CH:23][CH:22]=5)=[CH:17][CH:18]=4)=[CH:7][CH:8]=[N:9]3)=[CH:4][C:3]=2[O:28][CH3:29])[CH2:31][CH2:32][CH2:33][CH2:34][CH2:35]1, predict the reactants needed to synthesize it. The reactants are: [OH:1][C:2]1[CH:11]=[C:10]2[C:5]([C:6]([O:12][C:13]3[CH:18]=[CH:17][C:16]([NH:19][C:20](=[O:27])[C:21]4[CH:26]=[CH:25][CH:24]=[CH:23][CH:22]=4)=[CH:15][CH:14]=3)=[CH:7][CH:8]=[N:9]2)=[CH:4][C:3]=1[O:28][CH3:29].[CH:30]1([O:36][C:37](=[O:50])[C@@H:38]([NH:42][C:43]([O:45][C:46]([CH3:49])([CH3:48])[CH3:47])=[O:44])[CH2:39][CH2:40]Br)[CH2:35][CH2:34][CH2:33][CH2:32][CH2:31]1.C([O-])([O-])=O.[K+].[K+]. (2) The reactants are: C([Sn](CCCC)(CCCC)[C:6]1[CH:7]=[N:8][CH:9]=[N:10][CH:11]=1)CCC.Br[C:21]1[S:25][C:24]([C:26]([O-:28])=[O:27])=[CH:23][C:22]=1[F:29].[F-].[Cs+].[CH3:32]N(C=O)C. Given the product [F:29][C:22]1[CH:23]=[C:24]([C:26]([O:28][CH3:32])=[O:27])[S:25][C:21]=1[C:6]1[CH:11]=[N:10][CH:9]=[N:8][CH:7]=1, predict the reactants needed to synthesize it.